From a dataset of Reaction yield outcomes from USPTO patents with 853,638 reactions. Predict the reaction yield, written as a fraction of the theoretical maximum amount of product (1.0 means a 100% yield; for example, 0.34 means a 34% yield). The yield is 0.980. The product is [CH:8]1([CH2:7][CH2:6][C:5]([NH:2][CH3:1])=[O:4])[CH2:13][CH2:12][CH:11]=[CH:10][CH2:9]1. The reactants are [CH3:1][NH2:2].C[O:4][C:5](=O)[CH2:6][CH2:7][CH:8]1[CH2:13][CH2:12][CH:11]=[CH:10][CH2:9]1. The catalyst is CO.